From a dataset of Full USPTO retrosynthesis dataset with 1.9M reactions from patents (1976-2016). Predict the reactants needed to synthesize the given product. (1) Given the product [CH2:1]([N:8]([CH3:41])[C:9]1[C:14]([CH2:15][CH2:16][OH:17])=[CH:13][C:12]([N:25]2[CH2:29][C@H:28]([CH2:30][NH:31][C:32](=[O:38])[O:33][C:34]([CH3:35])([CH3:36])[CH3:37])[O:27][C:26]2=[O:39])=[CH:11][C:10]=1[F:40])[C:2]1[CH:3]=[CH:4][CH:5]=[CH:6][CH:7]=1, predict the reactants needed to synthesize it. The reactants are: [CH2:1]([N:8]([CH3:41])[C:9]1[C:14]([CH2:15][CH2:16][O:17][Si](C(C)(C)C)(C)C)=[CH:13][C:12]([N:25]2[CH2:29][C@H:28]([CH2:30][NH:31][C:32](=[O:38])[O:33][C:34]([CH3:37])([CH3:36])[CH3:35])[O:27][C:26]2=[O:39])=[CH:11][C:10]=1[F:40])[C:2]1[CH:7]=[CH:6][CH:5]=[CH:4][CH:3]=1.CCN(CC)CC. (2) Given the product [CH3:1][C@@H:2]1[CH2:7][NH:6][C@H:5]([CH2:15][NH:16][C:17]2[N:18]=[N:19][C:20]([C:23]([F:25])([F:24])[F:26])=[CH:21][CH:22]=2)[CH2:4][CH2:3]1, predict the reactants needed to synthesize it. The reactants are: [CH3:1][C@@H:2]1[CH2:7][N:6](C(OC(C)(C)C)=O)[C@H:5]([CH2:15][NH:16][C:17]2[N:18]=[N:19][C:20]([C:23]([F:26])([F:25])[F:24])=[CH:21][CH:22]=2)[CH2:4][CH2:3]1.C(O)(C(F)(F)F)=O. (3) Given the product [F:18][CH:15]([CH2:16][CH3:17])[CH2:14][N:11]1[CH2:12][CH2:13][CH:8]([CH2:7][O:6][C:5]2[CH:19]=[CH:20][C:2]([C:28]3[CH:29]=[CH:30][C:25]([C:23]([O:22][CH3:21])=[O:24])=[CH:26][CH:27]=3)=[CH:3][CH:4]=2)[CH2:9][CH2:10]1, predict the reactants needed to synthesize it. The reactants are: Br[C:2]1[CH:20]=[CH:19][C:5]([O:6][CH2:7][CH:8]2[CH2:13][CH2:12][N:11]([CH2:14][CH:15]([F:18])[CH2:16][CH3:17])[CH2:10][CH2:9]2)=[CH:4][CH:3]=1.[CH3:21][O:22][C:23]([C:25]1[CH:30]=[CH:29][C:28](B(O)O)=[CH:27][CH:26]=1)=[O:24].C([O-])([O-])=O.[Cs+].[Cs+].C([O-])(O)=O.[Na+]. (4) Given the product [NH2:1][C@H:2]1[CH2:9][CH:8]=[CH:7][CH2:6][N:4]([CH2:10][C:11]2[CH:16]=[CH:15][CH:14]=[CH:13][CH:12]=2)[C:3]1=[O:17], predict the reactants needed to synthesize it. The reactants are: [NH2:1][C@H:2]1[CH2:9][CH:8]=[CH:7][CH2:6]C[N:4]([CH2:10][C:11]2[CH:16]=[CH:15][CH:14]=[CH:13][CH:12]=2)[C:3]1=[O:17].C(N)C=C.